From a dataset of Full USPTO retrosynthesis dataset with 1.9M reactions from patents (1976-2016). Predict the reactants needed to synthesize the given product. Given the product [Cl:1][C:2]1[CH:3]=[C:4]2[C:8](=[CH:9][CH:10]=1)[N:7]([S:11]([C:14]1[CH:34]=[CH:33][C:17]([C:18]([NH:20][C:21]3[CH:26]=[CH:25][C:24]([C:27]#[N:28])=[CH:23][C:22]=3[C:29]3[O:30][C:37](=[O:38])[NH:32][N:31]=3)=[O:19])=[CH:16][CH:15]=1)(=[O:13])=[O:12])[CH2:6][CH2:5]2, predict the reactants needed to synthesize it. The reactants are: [Cl:1][C:2]1[CH:3]=[C:4]2[C:8](=[CH:9][CH:10]=1)[N:7]([S:11]([C:14]1[CH:34]=[CH:33][C:17]([C:18]([NH:20][C:21]3[CH:26]=[CH:25][C:24]([C:27]#[N:28])=[CH:23][C:22]=3[C:29]([NH:31][NH2:32])=[O:30])=[O:19])=[CH:16][CH:15]=1)(=[O:13])=[O:12])[CH2:6][CH2:5]2.C1C[O:38][CH2:37]C1.